Regression. Given a peptide amino acid sequence and an MHC pseudo amino acid sequence, predict their binding affinity value. This is MHC class II binding data. From a dataset of Peptide-MHC class II binding affinity with 134,281 pairs from IEDB. The peptide sequence is VHRGAVPRRGPRGGP. The MHC is HLA-DPA10301-DPB10402 with pseudo-sequence HLA-DPA10301-DPB10402. The binding affinity (normalized) is 0.274.